This data is from Peptide-MHC class I binding affinity with 185,985 pairs from IEDB/IMGT. The task is: Regression. Given a peptide amino acid sequence and an MHC pseudo amino acid sequence, predict their binding affinity value. This is MHC class I binding data. (1) The peptide sequence is IRYLGVLLY. The MHC is HLA-A02:03 with pseudo-sequence HLA-A02:03. The binding affinity (normalized) is 0.0847. (2) The peptide sequence is TMRHVLEPF. The MHC is Mamu-A2201 with pseudo-sequence Mamu-A2201. The binding affinity (normalized) is 0.